This data is from Forward reaction prediction with 1.9M reactions from USPTO patents (1976-2016). The task is: Predict the product of the given reaction. (1) Given the reactants [CH2:1]([NH:8][C:9]([C:11]1[S:12][C:13]([N:17]2[CH:22]=[CH:21][C:20]([OH:23])=[CH:19][C:18]2=[O:24])=[CH:14][C:15]=1[CH3:16])=[O:10])[C:2]1[CH:7]=[CH:6][CH:5]=[CH:4][CH:3]=1.C(N(CC)CC)C.[F:32][C:33]([F:46])([F:45])[S:34](O[S:34]([C:33]([F:46])([F:45])[F:32])(=[O:36])=[O:35])(=[O:36])=[O:35], predict the reaction product. The product is: [F:32][C:33]([F:46])([F:45])[S:34]([O:23][C:20]1[CH:21]=[CH:22][N:17]([C:13]2[S:12][C:11]([C:9](=[O:10])[NH:8][CH2:1][C:2]3[CH:3]=[CH:4][CH:5]=[CH:6][CH:7]=3)=[C:15]([CH3:16])[CH:14]=2)[C:18](=[O:24])[CH:19]=1)(=[O:36])=[O:35]. (2) Given the reactants Cl[C:2]1[CH:7]=[C:6]([NH:8][C@@H:9]2[CH2:14][CH2:13][C@H:12]([C:15]([NH:17][CH:18]([CH3:20])[CH3:19])=[O:16])[CH2:11][CH2:10]2)[C:5]([N+:21]([O-:23])=[O:22])=[CH:4][N:3]=1.[CH3:24][S:25]([O-:27])=[O:26].[Na+], predict the reaction product. The product is: [CH:18]([NH:17][C:15]([C@H:12]1[CH2:13][CH2:14][C@@H:9]([NH:8][C:6]2[C:5]([N+:21]([O-:23])=[O:22])=[CH:4][N:3]=[C:2]([S:25]([CH3:24])(=[O:27])=[O:26])[CH:7]=2)[CH2:10][CH2:11]1)=[O:16])([CH3:20])[CH3:19]. (3) Given the reactants [Cl:1][C:2]1[CH:3]=[C:4]2[C:9](=[CH:10][CH:11]=1)[N:8]=[C:7]([NH:12][C@H:13]1[CH2:18][CH2:17][CH2:16][C@H:15]([NH2:19])[CH2:14]1)[CH:6]=[C:5]2[CH3:20].[CH3:21][N:22]1[C:30]2[C:25](=[CH:26][CH:27]=[CH:28][CH:29]=2)[C:24]([CH:31]=O)=[CH:23]1, predict the reaction product. The product is: [Cl:1][C:2]1[CH:3]=[C:4]2[C:9](=[CH:10][CH:11]=1)[N:8]=[C:7]([NH:12][C@H:13]1[CH2:18][CH2:17][CH2:16][C@H:15]([NH:19][CH2:31][C:24]3[C:25]4[C:30](=[CH:29][CH:28]=[CH:27][CH:26]=4)[N:22]([CH3:21])[CH:23]=3)[CH2:14]1)[CH:6]=[C:5]2[CH3:20]. (4) Given the reactants Cl[C:2]1[N:3]=[CH:4][CH:5]=[C:6]2[CH:10]=[CH:9][NH:8][C:7]=12.[F:11][C:12]1[CH:17]=[C:16]([N+:18]([O-:20])=[O:19])[CH:15]=[CH:14][C:13]=1[OH:21].C([O-])([O-])=O.[K+].[K+], predict the reaction product. The product is: [F:11][C:12]1[CH:17]=[C:16]([N+:18]([O-:20])=[O:19])[CH:15]=[CH:14][C:13]=1[O:21][C:2]1[N:3]=[CH:4][CH:5]=[C:6]2[CH:10]=[CH:9][NH:8][C:7]=12. (5) Given the reactants [NH2:1][C:2]1[CH:7]=[CH:6][C:5]([CH3:8])=[CH:4][CH:3]=1.[C:9]12(P[C:9]34[CH2:18]C5C[CH:15]([CH2:17][CH:11](C5)[CH2:10]3)[CH2:16]4)[CH2:18]C3C[CH:15]([CH2:17][CH:11](C3)[CH2:10]1)[CH2:16]2.BrC1C=CC(C)=CC=1, predict the reaction product. The product is: [C:5]1([CH3:8])[CH:6]=[CH:7][C:2]([NH:1][C:17]2[CH:15]=[CH:16][C:9]([CH3:18])=[CH:10][CH:11]=2)=[CH:3][CH:4]=1.